Dataset: Reaction yield outcomes from USPTO patents with 853,638 reactions. Task: Predict the reaction yield, written as a fraction of the theoretical maximum amount of product (1.0 means a 100% yield; for example, 0.34 means a 34% yield). (1) The reactants are [F:1][C:2]([F:45])([F:44])[C:3]1[CH:4]=[C:5]([C:13]([CH3:43])([CH3:42])[C:14]([N:16]([CH3:41])[C:17]2[C:18]([C:33]3[CH:38]=[CH:37][C:36]([F:39])=[CH:35][C:34]=3[CH3:40])=[CH:19][C:20]([C@@H:23]3[NH:27][C@@:26]([CH3:32])([C:28](OC)=[O:29])[CH2:25][CH2:24]3)=[N:21][CH:22]=2)=[O:15])[CH:6]=[C:7]([C:9]([F:12])([F:11])[F:10])[CH:8]=1.CO.[NH3:48]. No catalyst specified. The product is [F:11][C:9]([F:12])([F:10])[C:7]1[CH:6]=[C:5]([C:13]([CH3:43])([CH3:42])[C:14]([N:16]([CH3:41])[C:17]2[C:18]([C:33]3[CH:38]=[CH:37][C:36]([F:39])=[CH:35][C:34]=3[CH3:40])=[CH:19][C:20]([C@@H:23]3[NH:27][C@@:26]([CH3:32])([C:28]([NH2:48])=[O:29])[CH2:25][CH2:24]3)=[N:21][CH:22]=2)=[O:15])[CH:4]=[C:3]([C:2]([F:44])([F:45])[F:1])[CH:8]=1. The yield is 0.655. (2) The reactants are [NH2:1][C:2]1[CH:12]=[CH:11][C:10]([C:13]2[N:14]([C:22]([O:24][C:25]([CH3:28])([CH3:27])[CH3:26])=[O:23])[C:15]3[C:20]([CH:21]=2)=[CH:19][CH:18]=[CH:17][CH:16]=3)=[C:4]2[C:5]([NH:7][C:8](=[O:9])[C:3]=12)=[O:6].[I:29]I.O. The catalyst is C(O)C.S([O-])([O-])(=O)=O.[Ag+2]. The product is [NH2:1][C:2]1[CH:12]=[CH:11][C:10]([C:13]2[N:14]([C:22]([O:24][C:25]([CH3:28])([CH3:27])[CH3:26])=[O:23])[C:15]3[C:20]([C:21]=2[I:29])=[CH:19][CH:18]=[CH:17][CH:16]=3)=[C:4]2[C:5]([NH:7][C:8](=[O:9])[C:3]=12)=[O:6]. The yield is 0.820. (3) The reactants are ClC1C(Cl)=CC=CC=1N1CCN([CH2:15][CH2:16][CH2:17][CH2:18][O:19][C:20]2[CH:29]=[CH:28][C:27]3[C:22](=[C:23]([OH:30])[CH:24]=[CH:25][CH:26]=3)[N:21]=2)CC1.[CH2:31]([O:34][C:35]1[C:36]([N:41]2[CH2:46][CH2:45][NH:44][CH2:43][CH2:42]2)=[N:37][CH:38]=[CH:39][CH:40]=1)[CH2:32][CH3:33]. No catalyst specified. The product is [CH2:31]([O:34][C:35]1[C:36]([N:41]2[CH2:46][CH2:45][N:44]([CH2:15][CH2:16][CH2:17][CH2:18][O:19][C:20]3[CH:29]=[CH:28][C:27]4[C:22](=[C:23]([OH:30])[CH:24]=[CH:25][CH:26]=4)[N:21]=3)[CH2:43][CH2:42]2)=[N:37][CH:38]=[CH:39][CH:40]=1)[CH2:32][CH3:33]. The yield is 0.200. (4) The reactants are [Cl:1][C:2]1[CH:3]=[C:4]([C@H:8]([OH:24])[CH2:9][NH:10][C:11]2[CH:16]=[CH:15][N:14]=[C:13]([O:17]C)[C:12]=2[CH:19]2OCC[O:20]2)[CH:5]=[CH:6][CH:7]=1.O.Cl. The catalyst is O1CCOCC1. The product is [Cl:1][C:2]1[CH:3]=[C:4]([C@H:8]([OH:24])[CH2:9][NH:10][C:11]2[CH:16]=[CH:15][NH:14][C:13](=[O:17])[C:12]=2[CH:19]=[O:20])[CH:5]=[CH:6][CH:7]=1. The yield is 0.110. (5) The reactants are [CH3:1][O:2][C:3](=[O:20])[C:4]1[CH:9]=[C:8]([NH2:10])[C:7]([NH2:11])=[C:6]([Cl:12])[C:5]=1[NH:13][C:14]1[CH:19]=[CH:18][CH:17]=[CH:16][CH:15]=1.[C:21](O)(=O)C.C(N)=N. The catalyst is CCO.CCOC(C)=O. The product is [CH3:1][O:2][C:3]([C:4]1[C:5]([NH:13][C:14]2[CH:15]=[CH:16][CH:17]=[CH:18][CH:19]=2)=[C:6]([Cl:12])[C:7]2[N:11]=[CH:21][NH:10][C:8]=2[CH:9]=1)=[O:20]. The yield is 0.990. (6) The reactants are [F:1][C:2]1[CH:3]=[CH:4][C:5]([NH:8][NH2:9])=[N:6][CH:7]=1.[C:10](OC(OCC)OCC)(=O)C. The catalyst is C1CCCCC1. The product is [F:1][C:2]1[CH:3]=[CH:4][C:5]2[N:6]([CH:10]=[N:9][N:8]=2)[CH:7]=1. The yield is 0.700. (7) The reactants are [Cl:1][C:2]1[CH:3]=[CH:4][C:5]([CH3:11])=[C:6]([CH:10]=1)[C:7]([OH:9])=[O:8].S(=O)(=O)(O)O.[I:17]N1C(C)(C)C(=O)N(I)C1=O. No catalyst specified. The product is [Cl:1][C:2]1[CH:3]=[C:4]([I:17])[C:5]([CH3:11])=[C:6]([CH:10]=1)[C:7]([OH:9])=[O:8]. The yield is 0.860. (8) The reactants are [NH2:1][C:2]1[N:3]([CH2:24][CH:25]2[CH2:30][CH2:29][CH2:28][CH2:27][CH2:26]2)[C:4](=[O:23])[C:5]2([C:15]3[C:10](=[CH:11][CH:12]=[C:13](Br)[CH:14]=3)[O:9][CH:8]([C:17]3[CH:22]=[CH:21][CH:20]=[CH:19][CH:18]=3)[CH2:7]2)[N:6]=1.[C:31]([C:33]1[CH:34]=[C:35](B(O)O)[CH:36]=[CH:37][CH:38]=1)#[N:32]. The catalyst is O1CCOCC1.C([O-])([O-])=O.[Cs+].[Cs+].Cl[Pd](Cl)([P](C1C=CC=CC=1)(C1C=CC=CC=1)C1C=CC=CC=1)[P](C1C=CC=CC=1)(C1C=CC=CC=1)C1C=CC=CC=1. The product is [NH2:1][C:2]1[N:3]([CH2:24][CH:25]2[CH2:30][CH2:29][CH2:28][CH2:27][CH2:26]2)[C:4](=[O:23])[C:5]2([C:15]3[C:10](=[CH:11][CH:12]=[C:13]([C:37]4[CH:38]=[C:33]([CH:34]=[CH:35][CH:36]=4)[C:31]#[N:32])[CH:14]=3)[O:9][CH:8]([C:17]3[CH:22]=[CH:21][CH:20]=[CH:19][CH:18]=3)[CH2:7]2)[N:6]=1. The yield is 0.310. (9) The reactants are [CH2:1]([N:5]1[C:13]2[C:12](=[O:14])[N:11]([CH3:15])[C:10]([O:16][C:17]3[CH:22]=[CH:21][CH:20]=[CH:19][C:18]=3[C:23](=[O:25])[NH2:24])=[N:9][C:8]=2[N:7]=[C:6]1[N:26]1[CH2:31][CH2:30][N:29](C(OC(C)(C)C)=O)[CH2:28][CH2:27]1)[C:2]#[C:3][CH3:4].[ClH:39].C(OCC)(=O)C. The catalyst is CO. The product is [ClH:39].[CH2:1]([N:5]1[C:13]2[C:12](=[O:14])[N:11]([CH3:15])[C:10]([O:16][C:17]3[CH:22]=[CH:21][CH:20]=[CH:19][C:18]=3[C:23]([NH2:24])=[O:25])=[N:9][C:8]=2[N:7]=[C:6]1[N:26]1[CH2:31][CH2:30][NH:29][CH2:28][CH2:27]1)[C:2]#[C:3][CH3:4]. The yield is 0.960. (10) The reactants are [C:1]([N:8]1[CH2:13][CH2:12][CH:11]([C:14]#[N:15])[CH2:10][CH2:9]1)([O:3][C:4]([CH3:7])([CH3:6])[CH3:5])=[O:2].C(N(CC)CC)C.Cl.[OH:24][NH2:25]. The catalyst is C(O)C. The product is [OH:24]/[N:25]=[C:14](/[CH:11]1[CH2:12][CH2:13][N:8]([C:1]([O:3][C:4]([CH3:7])([CH3:6])[CH3:5])=[O:2])[CH2:9][CH2:10]1)\[NH2:15]. The yield is 0.990.